From a dataset of Forward reaction prediction with 1.9M reactions from USPTO patents (1976-2016). Predict the product of the given reaction. (1) Given the reactants [OH:1][C:2]([C:4]([F:7])([F:6])[F:5])=[O:3].[CH2:8]([O:10][C:11]1[CH:39]=[CH:38][C:14]([CH2:15][N:16]2[C:24]3[CH:23]=[CH:22][C:21]([C:25]([N:27]4[CH2:32][CH2:31][CH:30]([CH3:33])[CH2:29][CH2:28]4)=[O:26])=[CH:20][C:19]=3[C:18]3[CH2:34][NH:35][CH2:36][CH2:37][C:17]2=3)=[CH:13][CH:12]=1)[CH3:9].Br[C:41]1[N:46]=[CH:45][CH:44]=[CH:43][N:42]=1.C([O-])([O-])=O.[K+].[K+], predict the reaction product. The product is: [CH2:8]([O:10][C:11]1[CH:12]=[CH:13][C:14]([CH2:15][N:16]2[C:24]3[CH:23]=[CH:22][C:21]([C:25]([N:27]4[CH2:28][CH2:29][CH:30]([CH3:33])[CH2:31][CH2:32]4)=[O:26])=[CH:20][C:19]=3[C:18]3[CH2:34][N:35]([C:41]4[N:46]=[CH:45][CH:44]=[CH:43][N:42]=4)[CH2:36][CH2:37][C:17]2=3)=[CH:38][CH:39]=1)[CH3:9].[C:2]([OH:3])([C:4]([F:7])([F:6])[F:5])=[O:1]. (2) Given the reactants [F:1][C:2]([F:31])([F:30])[C:3]1[CH:4]=[C:5]([CH:27]=[CH:28][CH:29]=1)[CH2:6][C:7]1[S:8][C:9]2[CH:15]=[CH:14][CH:13]=[C:12]([C:16]3[CH:17]=[C:18]([CH:24]=[CH:25][CH:26]=3)[C:19]([O:21]CC)=[O:20])[C:10]=2[CH:11]=1.[F:32][C:33]([F:60])([F:59])[C:34]1[CH:35]=[C:36]([CH:56]=[CH:57][CH:58]=1)[CH2:37][C:38]1[S:39][C:40]2[CH:46]=[CH:45][CH:44]=[C:43]([C:47]3[CH:48]=[C:49]([CH:53]=[CH:54][CH:55]=3)[C:50]([OH:52])=O)[C:41]=2[CH:42]=1.[CH3:61][O:62][CH2:63][CH2:64][NH2:65], predict the reaction product. The product is: [F:30][C:2]([F:1])([F:31])[C:3]1[CH:4]=[C:5]([CH:27]=[CH:28][CH:29]=1)[CH2:6][C:7]1[S:8][C:9]2[CH:15]=[CH:14][CH:13]=[C:12]([C:16]3[CH:17]=[C:18]([CH:24]=[CH:25][CH:26]=3)[C:19]([OH:21])=[O:20])[C:10]=2[CH:11]=1.[CH3:61][O:62][CH2:63][CH2:64][NH:65][C:50](=[O:52])[C:49]1[CH:53]=[CH:54][CH:55]=[C:47]([C:43]2[C:41]3[CH:42]=[C:38]([CH2:37][C:36]4[CH:56]=[CH:57][CH:58]=[C:34]([C:33]([F:32])([F:60])[F:59])[CH:35]=4)[S:39][C:40]=3[CH:46]=[CH:45][CH:44]=2)[CH:48]=1. (3) Given the reactants [Cl:1][C:2]1[CH:7]=[C:6]([Cl:8])[CH:5]=[CH:4][C:3]=1[C:9]([CH:11]1[CH2:13][CH2:12]1)=O.[CH3:14][C:15]1[N:16]=[CH:17][NH:18][C:19]=1[CH3:20], predict the reaction product. The product is: [CH3:14][C:15]1[N:16]=[C:17]2[C:9]([C:3]3[CH:4]=[CH:5][C:6]([Cl:8])=[CH:7][C:2]=3[Cl:1])=[CH:11][CH2:13][CH2:12][N:18]2[C:19]=1[CH3:20]. (4) Given the reactants [CH2:1]([C:5]1[N:6]=[C:7]2[CH:34]=[CH:33][CH:32]=[CH:31][N:8]2[C:9](=[O:30])[C:10]=1[C:11]1[CH:16]=[CH:15][C:14]([NH:17][CH:18]2[CH2:22][CH2:21][N:20](C(OC(C)(C)C)=O)[CH2:19]2)=[CH:13][CH:12]=1)[CH2:2][CH2:3][CH3:4].[ClH:35], predict the reaction product. The product is: [ClH:35].[CH2:1]([C:5]1[N:6]=[C:7]2[CH:34]=[CH:33][CH:32]=[CH:31][N:8]2[C:9](=[O:30])[C:10]=1[C:11]1[CH:12]=[CH:13][C:14]([NH:17][CH:18]2[CH2:22][CH2:21][NH:20][CH2:19]2)=[CH:15][CH:16]=1)[CH2:2][CH2:3][CH3:4]. (5) Given the reactants I[C:2]1[CH:7]=[CH:6][C:5](CCCC(O)=O)=[CH:4][CH:3]=1.[CH3:29][C:24]1([CH3:30])[C:25]([CH3:28])([CH3:27])[O:26][B:22]([B:22]2[O:26][C:25]([CH3:28])([CH3:27])[C:24]([CH3:30])([CH3:29])[O:23]2)[O:23]1.[C:32]([O-:35])(=[O:34])[CH3:33].[K+].[CH3:37][CH2:38][O:39]C(C)=O, predict the reaction product. The product is: [CH3:28][C:25]1([CH3:27])[C:24]([CH3:29])([CH3:30])[O:23][B:22]([C:2]2[CH:3]=[CH:4][C:5]([O:39][CH2:38][CH2:37][CH2:33][C:32]([OH:35])=[O:34])=[CH:6][CH:7]=2)[O:26]1. (6) Given the reactants Cl[C:2]1[C:7]([N+:8]([O-:10])=[O:9])=[CH:6][CH:5]=[C:4]([Cl:11])[N:3]=1.[CH2:12]([O:14][C:15](=[O:25])[CH2:16][C@@H:17]([NH2:24])[C:18]1[CH:23]=[CH:22][CH:21]=[CH:20][CH:19]=1)[CH3:13].CCN(C(C)C)C(C)C.O, predict the reaction product. The product is: [CH2:12]([O:14][C:15](=[O:25])[CH2:16][C@@H:17]([NH:24][C:2]1[C:7]([N+:8]([O-:10])=[O:9])=[CH:6][CH:5]=[C:4]([Cl:11])[N:3]=1)[C:18]1[CH:19]=[CH:20][CH:21]=[CH:22][CH:23]=1)[CH3:13].